From a dataset of Forward reaction prediction with 1.9M reactions from USPTO patents (1976-2016). Predict the product of the given reaction. (1) Given the reactants [CH3:1][CH:2]1[CH2:6][CH2:5][CH2:4][N:3]1[CH2:7][CH:8]1[CH2:13][CH2:12][N:11]([C:14](=[C:17]([C:20]#[N:21])[C:18]#[N:19])SC)[CH2:10][CH2:9]1.[NH2:22][CH:23]1[CH2:28][CH2:27][N:26]([CH:29]([CH3:31])[CH3:30])[CH2:25][CH2:24]1, predict the reaction product. The product is: [CH:29]([N:26]1[CH2:27][CH2:28][CH:23]([NH:22][C:14](=[C:17]([C:20]#[N:21])[C:18]#[N:19])[N:11]2[CH2:12][CH2:13][CH:8]([CH2:7][N:3]3[CH2:4][CH2:5][CH2:6][CH:2]3[CH3:1])[CH2:9][CH2:10]2)[CH2:24][CH2:25]1)([CH3:31])[CH3:30]. (2) Given the reactants [O:1]1[CH2:7][CH2:6][C:5](=[O:8])[NH:4][CH2:3][CH2:2]1.S(OC)(O[CH3:13])(=O)=O.C(=O)([O-])[O-].[K+].[K+], predict the reaction product. The product is: [CH3:13][O:8][C:5]1=[N:4][CH2:3][CH2:2][O:1][CH2:7][CH2:6]1. (3) Given the reactants C([O:3][C:4]([C:6]1[S:7][C:8]2[CH2:9][CH2:10][O:11][C:12]3[CH:19]=[CH:18][C:17]([Br:20])=[CH:16][C:13]=3[C:14]=2[N:15]=1)=O)C.O.[NH2:22][NH2:23], predict the reaction product. The product is: [Br:20][C:17]1[CH:18]=[CH:19][C:12]2[O:11][CH2:10][CH2:9][C:8]3[S:7][C:6]([C:4]([NH:22][NH2:23])=[O:3])=[N:15][C:14]=3[C:13]=2[CH:16]=1. (4) Given the reactants [CH2:1]([C:8]1[CH:9]=[C:10]([CH:14]=[CH:15][CH:16]=1)[C:11]([NH2:13])=O)[C:2]1[CH:7]=[CH:6][CH:5]=[CH:4][CH:3]=1.COCCO[AlH2-]OCCOC.[Na+].[H-].COCCO[Al+]OCCOC.[Na+].[H-], predict the reaction product. The product is: [CH2:1]([C:8]1[CH:9]=[C:10]([CH:14]=[CH:15][CH:16]=1)[CH2:11][NH2:13])[C:2]1[CH:3]=[CH:4][CH:5]=[CH:6][CH:7]=1. (5) Given the reactants [N+:1]([C:4]1[CH:12]=[C:11]2[C:7]([C:8]([CH:13]=[O:14])=[N:9][NH:10]2)=[CH:6][CH:5]=1)([O-])=O.[AlH4-].[Li+].O.[OH-].[Na+], predict the reaction product. The product is: [NH2:1][C:4]1[CH:12]=[C:11]2[C:7]([C:8]([CH2:13][OH:14])=[N:9][NH:10]2)=[CH:6][CH:5]=1. (6) Given the reactants [N:1]([CH2:4][C@H:5]1[CH2:9][CH2:8][C:7](=[O:10])[N:6]1[C:11]1[CH:41]=[C:40]([F:42])[CH:39]=[CH:38][C:12]=1[CH2:13][NH:14][C:15]([C:17]1[N:18]=[C:19]2[N:24]([C:25](=[O:35])[C:26]=1[O:27]CC1C=CC=CC=1)[CH2:23][CH2:22][O:21][C:20]2([CH3:37])[CH3:36])=[O:16])=[N+:2]=[N-:3].C(C(O)=O)(F)(F)F.C1(C)C=CC=CC=1, predict the reaction product. The product is: [N:1]([CH2:4][C@H:5]1[CH2:9][CH2:8][C:7](=[O:10])[N:6]1[C:11]1[CH:41]=[C:40]([F:42])[CH:39]=[CH:38][C:12]=1[CH2:13][NH:14][C:15]([C:17]1[N:18]=[C:19]2[N:24]([C:25](=[O:35])[C:26]=1[OH:27])[CH2:23][CH2:22][O:21][C:20]2([CH3:37])[CH3:36])=[O:16])=[N+:2]=[N-:3]. (7) Given the reactants [Cl:1][C:2]1[C:3](F)=[CH:4][C:5]([F:12])=[C:6]([CH:11]=1)[C:7]([O:9][CH3:10])=[O:8].[OH:14][CH2:15][CH:16]1[CH2:19][N:18]([C:20]([O:22][C:23]([CH3:26])([CH3:25])[CH3:24])=[O:21])[CH2:17]1.C(=O)([O-])[O-].[K+].[K+], predict the reaction product. The product is: [Cl:1][C:2]1[CH:11]=[C:6]([C:7]([O:9][CH3:10])=[O:8])[C:5]([F:12])=[CH:4][C:3]=1[O:14][CH2:15][CH:16]1[CH2:19][N:18]([C:20]([O:22][C:23]([CH3:26])([CH3:25])[CH3:24])=[O:21])[CH2:17]1. (8) Given the reactants O=[C:2]([CH2:9][CH2:10][C:11]1[CH:16]=[CH:15][CH:14]=[CH:13][CH:12]=1)[CH2:3][C:4]([O:6][CH2:7][CH3:8])=[O:5].COC(OC)[N:20]([CH3:22])C.O.[NH2:26]N, predict the reaction product. The product is: [C:11]1([CH2:10][CH2:9][C:2]2[C:3]([C:4]([O:6][CH2:7][CH3:8])=[O:5])=[CH:22][NH:20][N:26]=2)[CH:16]=[CH:15][CH:14]=[CH:13][CH:12]=1. (9) The product is: [Br:1][C:2]1[C:10]2[C:5](=[N:6][CH:7]=[N:8][C:9]=2[NH2:22])[N:4]([CH:12]2[CH2:21][CH2:20][C:15]3([O:19][CH2:18][CH2:17][O:16]3)[CH2:14][CH2:13]2)[N:3]=1. Given the reactants [Br:1][C:2]1[C:10]2[C:5](=[N:6][CH:7]=[N:8][C:9]=2Cl)[N:4]([CH:12]2[CH2:21][CH2:20][C:15]3([O:19][CH2:18][CH2:17][O:16]3)[CH2:14][CH2:13]2)[N:3]=1.[NH3:22], predict the reaction product. (10) Given the reactants [N+:1]([C:4]1[CH:12]=[CH:11][CH:10]=[C:9]2[C:5]=1[C:6]([CH2:13][C:14]([O:16][CH2:17][CH3:18])=[O:15])=[CH:7][NH:8]2)([O-:3])=[O:2].[Br:19]N1C(=O)CCC1=O, predict the reaction product. The product is: [Br:19][C:7]1[NH:8][C:9]2[C:5]([C:6]=1[CH2:13][C:14]([O:16][CH2:17][CH3:18])=[O:15])=[C:4]([N+:1]([O-:3])=[O:2])[CH:12]=[CH:11][CH:10]=2.